Dataset: Full USPTO retrosynthesis dataset with 1.9M reactions from patents (1976-2016). Task: Predict the reactants needed to synthesize the given product. (1) Given the product [Cl:10][C:11]1[CH:16]=[CH:15][N:14]2[C:2]([CH2:5][C:6]([F:9])([F:8])[F:7])=[CH:3][N:17]=[C:13]2[C:12]=1[I:18], predict the reactants needed to synthesize it. The reactants are: Br[CH:2]([CH2:5][C:6]([F:9])([F:8])[F:7])[CH:3]=O.[Cl:10][C:11]1[CH:16]=[CH:15][N:14]=[C:13]([NH2:17])[C:12]=1[I:18]. (2) Given the product [CH3:1][O:2][C:3]1[C:16]([O:17][CH3:18])=[CH:15][CH:14]=[C:13]([C:19]2[CH:20]=[C:21]3[C:25](=[CH:26][CH:27]=2)[C:24](=[O:28])[CH2:23][CH2:22]3)[C:4]=1[O:5][CH2:6][C:7]([CH3:11])([CH3:12])[C:8]([NH:32][CH:29]([CH3:31])[CH3:30])=[O:10], predict the reactants needed to synthesize it. The reactants are: [CH3:1][O:2][C:3]1[C:16]([O:17][CH3:18])=[CH:15][CH:14]=[C:13]([C:19]2[CH:20]=[C:21]3[C:25](=[CH:26][CH:27]=2)[C:24](=[O:28])[CH2:23][CH2:22]3)[C:4]=1[O:5][CH2:6][C:7]([CH3:12])([CH3:11])[C:8]([OH:10])=O.[CH:29]([NH2:32])([CH3:31])[CH3:30].COC1C(OC)=CC=C(C2C=C3C(=CC=2)C(=O)CC3)C=1OCC(C)(C)C(NC)=O. (3) The reactants are: [O:1]1[C:5]2[CH:6]=[CH:7][CH:8]=[CH:9][C:4]=2[CH2:3][CH:2]1[C:10]1[CH:18]=[CH:17][C:13]([C:14]([OH:16])=O)=[CH:12][CH:11]=1.Cl.C(N=C=NCCCN(C)C)C.ON1C2C=CC=CC=2N=N1.C(N(CC)CC)C.[NH2:48][CH2:49][C:50]1[C:51]([OH:58])=[N:52][C:53]([CH3:57])=[CH:54][C:55]=1[CH3:56]. Given the product [O:1]1[C:5]2[CH:6]=[CH:7][CH:8]=[CH:9][C:4]=2[CH2:3][CH:2]1[C:10]1[CH:11]=[CH:12][C:13]([C:14]([NH:48][CH2:49][C:50]2[C:51]([OH:58])=[N:52][C:53]([CH3:57])=[CH:54][C:55]=2[CH3:56])=[O:16])=[CH:17][CH:18]=1, predict the reactants needed to synthesize it.